From a dataset of Peptide-MHC class I binding affinity with 185,985 pairs from IEDB/IMGT. Regression. Given a peptide amino acid sequence and an MHC pseudo amino acid sequence, predict their binding affinity value. This is MHC class I binding data. The peptide sequence is LPRPDTRHL. The MHC is HLA-A33:01 with pseudo-sequence HLA-A33:01. The binding affinity (normalized) is 0.